From a dataset of Peptide-MHC class II binding affinity with 134,281 pairs from IEDB. Regression. Given a peptide amino acid sequence and an MHC pseudo amino acid sequence, predict their binding affinity value. This is MHC class II binding data. The peptide sequence is ALHIIAGTPEVHAVK. The MHC is HLA-DQA10501-DQB10201 with pseudo-sequence HLA-DQA10501-DQB10201. The binding affinity (normalized) is 0.358.